Dataset: Catalyst prediction with 721,799 reactions and 888 catalyst types from USPTO. Task: Predict which catalyst facilitates the given reaction. (1) Reactant: [CH3:1][N:2]1[C:11](=[O:12])[C:10]2[C:5](=[CH:6][CH:7]=[C:8]([N+:13]([O-])=O)[CH:9]=2)[N:4]=[C:3]1[C:16]1[CH:21]=[CH:20][CH:19]=[C:18]([O:22][CH2:23][CH2:24][CH2:25][N:26]2[CH2:31][CH2:30][CH2:29][CH2:28][CH2:27]2)[CH:17]=1.[H][H]. Product: [NH2:13][C:8]1[CH:9]=[C:10]2[C:5](=[CH:6][CH:7]=1)[N:4]=[C:3]([C:16]1[CH:21]=[CH:20][CH:19]=[C:18]([O:22][CH2:23][CH2:24][CH2:25][N:26]3[CH2:27][CH2:28][CH2:29][CH2:30][CH2:31]3)[CH:17]=1)[N:2]([CH3:1])[C:11]2=[O:12]. The catalyst class is: 129. (2) Reactant: [C:1]([O:5][C:6]([N:8]([CH:23]([CH3:25])[CH3:24])/[CH:9]=[C:10](\[C:16]1[CH:21]=[CH:20][C:19]([Cl:22])=[CH:18][CH:17]=1)/[C:11]([O:13]CC)=[O:12])=[O:7])([CH3:4])([CH3:3])[CH3:2].O.[OH-].[Na+]. Product: [C:1]([O:5][C:6]([N:8]([CH:23]([CH3:25])[CH3:24])/[CH:9]=[C:10](\[C:16]1[CH:21]=[CH:20][C:19]([Cl:22])=[CH:18][CH:17]=1)/[C:11]([OH:13])=[O:12])=[O:7])([CH3:3])([CH3:4])[CH3:2]. The catalyst class is: 14. (3) Reactant: [C:1]([C:5]1[CH:6]=[C:7]([NH:17][C:18]([NH:20][C@@H:21]2[C:30]3[C:25](=[CH:26][CH:27]=[CH:28][CH:29]=3)[C@H:24]([O:31][C:32]3[CH:33]=[CH:34][C:35]4[N:36]([C:38]([N:41]5[CH2:46][CH2:45][CH2:44][CH:43](O[Si](C(C)C)(C(C)C)C(C)C)[C@H:42]5C)=[N:39][N:40]=4)[CH:37]=3)[CH2:23][CH2:22]2)=[O:19])[N:8]([C:10]2[CH:15]=[CH:14][C:13]([CH3:16])=[CH:12][CH:11]=2)[N:9]=1)([CH3:4])([CH3:3])[CH3:2].CCCC[N+](CCCC)(CCCC)CCCC.[F-].[CH3:77][OH:78]. Product: [C:1]([C:5]1[CH:6]=[C:7]([NH:17][C:18]([NH:20][C@@H:21]2[C:30]3[C:25](=[CH:26][CH:27]=[CH:28][CH:29]=3)[C@H:24]([O:31][C:32]3[CH:33]=[CH:34][C:35]4[N:36]([C:38]([N:41]5[CH2:46][CH2:45][CH2:44][C@@H:43]([CH2:77][OH:78])[CH2:42]5)=[N:39][N:40]=4)[CH:37]=3)[CH2:23][CH2:22]2)=[O:19])[N:8]([C:10]2[CH:11]=[CH:12][C:13]([CH3:16])=[CH:14][CH:15]=2)[N:9]=1)([CH3:2])([CH3:3])[CH3:4]. The catalyst class is: 76. (4) Reactant: [F:1][C:2]([F:21])([F:20])[C:3]([C:9]1[CH:16]=[CH:15][C:12]([CH:13]=[O:14])=[C:11]([CH2:17][CH2:18][CH3:19])[CH:10]=1)([OH:8])[C:4]([F:7])([F:6])[F:5].[BH4-].[Na+]. Product: [F:1][C:2]([F:20])([F:21])[C:3]([C:9]1[CH:16]=[CH:15][C:12]([CH2:13][OH:14])=[C:11]([CH2:17][CH2:18][CH3:19])[CH:10]=1)([OH:8])[C:4]([F:5])([F:7])[F:6]. The catalyst class is: 138. (5) Reactant: Cl[C:2]1[C:3]2[C:4](=[CH:16][N:17](CC3C=CC(OC)=CC=3)[N:18]=2)[N:5]=[C:6]([C:8]2[CH:13]=[CH:12][C:11]([F:14])=[C:10]([F:15])[CH:9]=2)[N:7]=1.[CH3:28][O:29][C:30]1[CH:31]=[C:32]([CH:34]=[CH:35][C:36]=1[O:37][CH3:38])[NH2:33].Cl. Product: [F:15][C:10]1[CH:9]=[C:8]([C:6]2[N:7]=[C:2]([NH:33][C:32]3[CH:34]=[CH:35][C:36]([O:37][CH3:38])=[C:30]([O:29][CH3:28])[CH:31]=3)[C:3]3[NH:18][N:17]=[CH:16][C:4]=3[N:5]=2)[CH:13]=[CH:12][C:11]=1[F:14]. The catalyst class is: 71. (6) Reactant: [CH3:1][N:2]([CH:4]([C:13]1[CH:18]=[CH:17][CH:16]=[C:15]([F:19])[CH:14]=1)[CH:5]1[CH2:10][CH2:9][CH:8]([CH:11]=[O:12])[CH2:7][CH2:6]1)[CH3:3].[OH-].[Na+].[BH4-].[Na+]. Product: [CH3:3][N:2]([CH:4]([C:13]1[CH:18]=[CH:17][CH:16]=[C:15]([F:19])[CH:14]=1)[CH:5]1[CH2:10][CH2:9][CH:8]([CH2:11][OH:12])[CH2:7][CH2:6]1)[CH3:1]. The catalyst class is: 40.